This data is from Reaction yield outcomes from USPTO patents with 853,638 reactions. The task is: Predict the reaction yield, written as a fraction of the theoretical maximum amount of product (1.0 means a 100% yield; for example, 0.34 means a 34% yield). (1) The yield is 0.840. The reactants are [C:1]([O:5][C:6]([N:8]1[C:17]2[C:12](=[CH:13][CH:14]=[C:15]([CH2:18][CH2:19][O:20][C:21]3[CH:22]=[CH:23][C:24]4[C:28]([CH2:29][CH2:30][C:31]([O:33]CC)=[O:32])=[CH:27][S:26][C:25]=4[CH:36]=3)[N:16]=2)[CH2:11][CH2:10][CH2:9]1)=[O:7])([CH3:4])([CH3:3])[CH3:2].C1COCC1.[OH-].[Na+]. The product is [C:1]([O:5][C:6]([N:8]1[C:17]2[C:12](=[CH:13][CH:14]=[C:15]([CH2:18][CH2:19][O:20][C:21]3[CH:22]=[CH:23][C:24]4[C:28]([CH2:29][CH2:30][C:31]([OH:33])=[O:32])=[CH:27][S:26][C:25]=4[CH:36]=3)[N:16]=2)[CH2:11][CH2:10][CH2:9]1)=[O:7])([CH3:4])([CH3:2])[CH3:3]. The catalyst is O. (2) The reactants are [CH:1]([C:3]1[CH:4]=[C:5]([C@H:9]([NH:11][C:12]([C@@H:14]2[CH2:19][CH2:18][CH2:17][N:16]([C:20](=[O:56])[C@@H:21]([NH:37][C:38](=[O:55])[C@@H:39]([NH:43][C:44](=[O:54])[C@H:45]([CH3:53])[C@H:46]([O:51][CH3:52])[CH2:47][CH2:48]C=C)[CH:40]([CH3:42])[CH3:41])[CH2:22][C:23]3[CH:28]=[CH:27][CH:26]=[C:25]([O:29][Si:30]([C:33]([CH3:36])([CH3:35])[CH3:34])([CH3:32])[CH3:31])[CH:24]=3)[NH:15]2)=[O:13])[CH3:10])[CH:6]=[CH:7][CH:8]=1)=[CH2:2]. The catalyst is CC1C=C(C)C(N2C(=[Ru](Cl)(Cl)=CC3C=CC=CC=3OC(C)C)N(C3C(C)=CC(C)=CC=3C)CC2)=C(C)C=1.ClCCCl. The product is [C:33]([Si:30]([CH3:32])([CH3:31])[O:29][C:25]1[CH:24]=[C:23]([CH:28]=[CH:27][CH:26]=1)[CH2:22][CH:21]1[NH:37][C:38](=[O:55])[CH:39]([CH:40]([CH3:41])[CH3:42])[NH:43][C:44](=[O:54])[CH:45]([CH3:53])[CH:46]([O:51][CH3:52])[CH2:47][CH2:48][CH:2]=[CH:1][C:3]2[CH:4]=[C:5]([CH:6]=[CH:7][CH:8]=2)[CH:9]([CH3:10])[NH:11][C:12](=[O:13])[CH:14]2[NH:15][N:16]([CH2:17][CH2:18][CH2:19]2)[C:20]1=[O:56])([CH3:35])([CH3:36])[CH3:34]. The yield is 0.220. (3) The reactants are COC1C=CC(C(C2C=CC(OC)=CC=2)(C2C=CC=CC=2)[NH:10][C:11]2[O:12][C@H:13]([C:39]([F:42])([F:41])[F:40])[CH2:14][C@:15]([C:18]3[C:23]([F:24])=[CH:22][CH:21]=[C:20]([N:25]=C(C4C=CC=CC=4)C4C=CC=CC=4)[N:19]=3)([CH3:17])[N:16]=2)=CC=1.FC(F)(F)C(O)=O.Cl.C([O-])([O-])=O.[Na+].[Na+]. The catalyst is ClCCl. The product is [NH2:25][C:20]1[N:19]=[C:18]([C@:15]2([CH3:17])[CH2:14][C@@H:13]([C:39]([F:41])([F:40])[F:42])[O:12][C:11]([NH2:10])=[N:16]2)[C:23]([F:24])=[CH:22][CH:21]=1. The yield is 0.745. (4) The reactants are [F:1][C:2]1[C:7]([C:8]2[CH:9]=[C:10]([CH2:22][N:23](C)[C:24](=O)OC(C)(C)C)[S:11][C:12]=2[S:13]([C:16]2[CH:20]=[CH:19][O:18][C:17]=2[CH3:21])(=[O:15])=[O:14])=[CH:6][CH:5]=[CH:4][N:3]=1.C(OCC)(=O)C.[ClH:38]. The catalyst is C(OCC)(=O)C.C(O)C. The product is [ClH:38].[F:1][C:2]1[C:7]([C:8]2[CH:9]=[C:10]([CH2:22][NH:23][CH3:24])[S:11][C:12]=2[S:13]([C:16]2[CH:20]=[CH:19][O:18][C:17]=2[CH3:21])(=[O:14])=[O:15])=[CH:6][CH:5]=[CH:4][N:3]=1. The yield is 0.880. (5) The reactants are [F:1][C:2]1[CH:14]=[CH:13][C:5]([CH2:6][CH:7]2[CH2:12][CH2:11][NH:10][CH2:9][CH2:8]2)=[CH:4][CH:3]=1.[CH3:15][C:16]([CH:18]=[CH2:19])=[O:17]. The catalyst is C(O)(C)C. The product is [F:1][C:2]1[CH:3]=[CH:4][C:5]([CH2:6][CH:7]2[CH2:8][CH2:9][N:10]([CH2:19][CH2:18][C:16](=[O:17])[CH3:15])[CH2:11][CH2:12]2)=[CH:13][CH:14]=1. The yield is 0.990.